From a dataset of Catalyst prediction with 721,799 reactions and 888 catalyst types from USPTO. Predict which catalyst facilitates the given reaction. (1) Reactant: [C:1]([O:5][C:6]([NH:8][C@@H:9]1[CH2:14][CH2:13][CH2:12][NH:11][CH2:10]1)=[O:7])([CH3:4])([CH3:3])[CH3:2].[C:15]1(B(O)O)[CH:20]=[CH:19][CH:18]=[CH:17][CH:16]=1.C(N(CC)CC)C. Product: [C:15]1([N:11]2[CH2:12][CH2:13][CH2:14][C@@H:9]([NH:8][C:6](=[O:7])[O:5][C:1]([CH3:4])([CH3:2])[CH3:3])[CH2:10]2)[CH:20]=[CH:19][CH:18]=[CH:17][CH:16]=1. The catalyst class is: 302. (2) Reactant: Cl[C:2]1[O:3][C:4]2[C:5](=[C:7]([C:19]#[N:20])[C:8]([CH3:18])=[C:9]([C:12]3[CH:17]=[CH:16][CH:15]=[CH:14][CH:13]=3)[C:10]=2[F:11])[N:6]=1.Cl.CN.[CH2:24]([N:26](CC)[CH2:27][CH3:28])[CH3:25].C(=O)([O-])O.[Na+]. Product: [CH2:24]([N:26]([CH2:27][CH3:28])[C:2]1[O:3][C:4]2[C:5](=[C:7]([C:19]#[N:20])[C:8]([CH3:18])=[C:9]([C:12]3[CH:17]=[CH:16][CH:15]=[CH:14][CH:13]=3)[C:10]=2[F:11])[N:6]=1)[CH3:25]. The catalyst class is: 4. (3) Reactant: [CH3:1][C:2]1[C:3]([CH2:14][S:15]([C:17]2[NH:21][C:20]3[CH:22]=[CH:23][CH:24]=[CH:25][C:19]=3[N:18]=2)=[O:16])=[N:4][CH:5]=[CH:6][C:7]=1[O:8][CH2:9][C:10]([F:13])([F:12])[F:11].[H-].[Na+].[N+:28]([C:31]1[CH:32]=[C:33]([S:37]([CH2:40][CH2:41][O:42][C:43](=[O:65])[CH2:44][CH2:45][CH2:46][NH:47][C:48](=[O:64])[CH2:49][O:50][C:51]2[CH:56]=[CH:55][C:54]([S:57](Cl)(=[O:59])=[O:58])=[C:53]([CH:61]([CH3:63])[CH3:62])[CH:52]=2)(=[O:39])=[O:38])[CH:34]=[CH:35][CH:36]=1)([O-:30])=[O:29].O. Product: [N+:28]([C:31]1[CH:32]=[C:33]([S:37]([CH2:40][CH2:41][O:42][C:43](=[O:65])[CH2:44][CH2:45][CH2:46][NH:47][C:48](=[O:64])[CH2:49][O:50][C:51]2[CH:56]=[CH:55][C:54]([S:57]([N:21]3[C:20]4[CH:22]=[CH:23][CH:24]=[CH:25][C:19]=4[N:18]=[C:17]3[S:15]([CH2:14][C:3]3[C:2]([CH3:1])=[C:7]([O:8][CH2:9][C:10]([F:13])([F:11])[F:12])[CH:6]=[CH:5][N:4]=3)=[O:16])(=[O:59])=[O:58])=[C:53]([CH:61]([CH3:62])[CH3:63])[CH:52]=2)(=[O:38])=[O:39])[CH:34]=[CH:35][CH:36]=1)([O-:30])=[O:29]. The catalyst class is: 2.